The task is: Predict the reactants needed to synthesize the given product.. This data is from Full USPTO retrosynthesis dataset with 1.9M reactions from patents (1976-2016). (1) Given the product [Br:14][CH2:10][C:7]1[CH:8]=[CH:9][C:4]([O:3][CH2:1][CH3:2])=[CH:5][C:6]=1[N+:11]([O-:13])=[O:12], predict the reactants needed to synthesize it. The reactants are: [CH2:1]([O:3][C:4]1[CH:9]=[CH:8][C:7]([CH3:10])=[C:6]([N+:11]([O-:13])=[O:12])[CH:5]=1)[CH3:2].[Br:14]N1C(=O)CCC1=O.N(C(C)(C)C#N)=NC(C)(C)C#N. (2) Given the product [CH3:1][C:2]1[CH:7]=[C:6]([N+:8]([O-:10])=[O:9])[C:5]([CH3:11])=[CH:4][C:3]=1[C:12](=[O:14])[CH:13]=[C:17]([N:19]([CH3:21])[CH3:20])[CH3:18], predict the reactants needed to synthesize it. The reactants are: [CH3:1][C:2]1[CH:7]=[C:6]([N+:8]([O-:10])=[O:9])[C:5]([CH3:11])=[CH:4][C:3]=1[C:12](=[O:14])[CH3:13].CO[C:17](OC)([N:19]([CH3:21])[CH3:20])[CH3:18].